Dataset: Full USPTO retrosynthesis dataset with 1.9M reactions from patents (1976-2016). Task: Predict the reactants needed to synthesize the given product. (1) Given the product [NH2:8][C:5]1[N:6]=[CH:7][C:2]([C:27]2[CH:28]=[CH:29][C:24]([C:22]([N:21]([CH3:33])[CH3:20])=[O:23])=[CH:25][CH:26]=2)=[N:3][C:4]=1[C:9]1[O:10][C:11]([C:14]2[CH:19]=[CH:18][CH:17]=[CH:16][CH:15]=2)=[N:12][N:13]=1, predict the reactants needed to synthesize it. The reactants are: Br[C:2]1[N:3]=[C:4]([C:9]2[O:10][C:11]([C:14]3[CH:19]=[CH:18][CH:17]=[CH:16][CH:15]=3)=[N:12][N:13]=2)[C:5]([NH2:8])=[N:6][CH:7]=1.[CH3:20][N:21]([CH3:33])[C:22]([C:24]1[CH:29]=[CH:28][C:27](B(O)O)=[CH:26][CH:25]=1)=[O:23].C(=O)([O-])[O-].[Na+].[Na+].C1(P(C2C=CC=CC=2)C2C=CC=CC=2)C=CC=CC=1. (2) Given the product [Cl:1][C:2]1[CH:19]=[C:18]([F:20])[C:17]([N:21]2[C:26](=[O:27])[CH:25]=[C:24]([C:28]([F:31])([F:30])[F:29])[N:23]([CH3:32])[C:22]2=[O:33])=[CH:16][C:3]=1[O:4][CH:5]1[CH2:10][CH:9]=[CH:8][NH:7][C:6]1=[O:11], predict the reactants needed to synthesize it. The reactants are: [Cl:1][C:2]1[CH:19]=[C:18]([F:20])[C:17]([N:21]2[C:26](=[O:27])[CH:25]=[C:24]([C:28]([F:31])([F:30])[F:29])[N:23]([CH3:32])[C:22]2=[O:33])=[CH:16][C:3]=1[O:4][C:5]1(C(OC)=O)[CH2:10][CH:9]=[CH:8][NH:7][C:6]1=[O:11].[Cl-].[Li+].CS(C)=O.